This data is from Forward reaction prediction with 1.9M reactions from USPTO patents (1976-2016). The task is: Predict the product of the given reaction. (1) Given the reactants [F:1][CH:2]([F:45])[N:3]1[CH:7]=[C:6]([C:8]2[C:13]3[C:14](=[O:28])[N:15](CC4C=CC(OC)=CC=4OC)[CH2:16][C:12]=3[C:11]([F:29])=[C:10]([NH:30][C@@H:31]3[CH2:36][CH2:35][CH2:34][CH2:33][C@@H:32]3[NH:37]C(=O)OC(C)(C)C)[N:9]=2)[CH:5]=[N:4]1.[C:46]([OH:52])([C:48]([F:51])([F:50])[F:49])=[O:47], predict the reaction product. The product is: [NH2:37][C@H:32]1[CH2:33][CH2:34][CH2:35][CH2:36][C@H:31]1[NH:30][C:10]1[N:9]=[C:8]([C:6]2[CH:5]=[N:4][N:3]([CH:2]([F:1])[F:45])[CH:7]=2)[C:13]2[C:14](=[O:28])[NH:15][CH2:16][C:12]=2[C:11]=1[F:29].[C:46]([OH:52])([C:48]([F:51])([F:50])[F:49])=[O:47]. (2) Given the reactants [NH2:1][C:2]1[CH:9]=[C:8]([Br:10])[CH:7]=[CH:6][C:3]=1[CH:4]=O.C(O/[CH:14]=[CH:15]/[C:16]([O:18][CH2:19][CH3:20])=[O:17])C.CC1C=CC(S(O)(=O)=O)=CC=1, predict the reaction product. The product is: [Br:10][C:8]1[CH:9]=[C:2]2[C:3]([CH:4]=[C:15]([C:16]([O:18][CH2:19][CH3:20])=[O:17])[CH:14]=[N:1]2)=[CH:6][CH:7]=1. (3) Given the reactants [Si:1]([O:8][CH2:9][C:10]1[N:15]=[CH:14][C:13]2[N:16]=[CH:17][N:18]([C:19]3[S:23][C:22]([C:24]([O:26]C)=O)=[C:21]([O:28][C@@H:29]([C:31]4[CH:36]=[CH:35][CH:34]=[CH:33][C:32]=4[Cl:37])[CH3:30])[CH:20]=3)[C:12]=2[CH:11]=1)([C:4]([CH3:7])([CH3:6])[CH3:5])([CH3:3])[CH3:2].[NH3:38], predict the reaction product. The product is: [Si:1]([O:8][CH2:9][C:10]1[N:15]=[CH:14][C:13]2[N:16]=[CH:17][N:18]([C:19]3[S:23][C:22]([C:24]([NH2:38])=[O:26])=[C:21]([O:28][C@@H:29]([C:31]4[CH:36]=[CH:35][CH:34]=[CH:33][C:32]=4[Cl:37])[CH3:30])[CH:20]=3)[C:12]=2[CH:11]=1)([C:4]([CH3:7])([CH3:5])[CH3:6])([CH3:3])[CH3:2]. (4) Given the reactants [CH:1]([O:4][C:5]([C:7]1[CH:8]([C:35]2[CH:40]=[CH:39][CH:38]=[C:37]([N+:41]([O-:43])=[O:42])[CH:36]=2)[C:9]([C:15]([O:17][CH:18]2[CH2:21][N:20]([CH:22]([C:29]3[CH:34]=[CH:33][CH:32]=[CH:31][CH:30]=3)[C:23]3[CH:28]=[CH:27][CH:26]=[CH:25][CH:24]=3)[CH2:19]2)=[O:16])=[C:10]([NH2:14])[NH:11][C:12]=1[CH3:13])=[O:6])([CH3:3])[CH3:2].O.[C:45]1([S:51]([OH:54])(=[O:53])=[O:52])[CH:50]=[CH:49][CH:48]=[CH:47][CH:46]=1, predict the reaction product. The product is: [C:45]1([S:51]([OH:54])(=[O:53])=[O:52])[CH:50]=[CH:49][CH:48]=[CH:47][CH:46]=1.[C:45]1([S:51]([OH:54])(=[O:53])=[O:52])[CH:50]=[CH:49][CH:48]=[CH:47][CH:46]=1.[CH:1]([O:4][C:5]([C:7]1[CH:8]([C:35]2[CH:40]=[CH:39][CH:38]=[C:37]([N+:41]([O-:43])=[O:42])[CH:36]=2)[C:9]([C:15]([O:17][CH:18]2[CH2:19][N:20]([CH:22]([C:29]3[CH:34]=[CH:33][CH:32]=[CH:31][CH:30]=3)[C:23]3[CH:28]=[CH:27][CH:26]=[CH:25][CH:24]=3)[CH2:21]2)=[O:16])=[C:10]([NH2:14])[NH:11][C:12]=1[CH3:13])=[O:6])([CH3:3])[CH3:2].